From a dataset of Forward reaction prediction with 1.9M reactions from USPTO patents (1976-2016). Predict the product of the given reaction. (1) Given the reactants [Cl:1][C:2]1[CH:3]=[C:4]([CH:8]=[N:9][C:10]([O:12][Si:13]([CH3:16])([CH3:15])[CH3:14])=[CH2:11])[CH:5]=[CH:6][CH:7]=1.[Cl:17][C:18]1[CH:26]=[C:25]2[C:21](/[C:22](=[CH:36]/[C:37]3[CH:42]=[C:41]([F:43])[CH:40]=[CH:39][C:38]=3[CH3:44])/[C:23](=[O:35])[N:24]2[CH2:27][O:28][CH2:29][CH2:30][Si](C)(C)C)=[CH:20][CH:19]=1.CO, predict the reaction product. The product is: [Cl:17][C:18]1[CH:26]=[C:25]2[NH:24][C:23](=[O:35])[C:22]3([CH:36]([C:37]4[CH:42]=[C:41]([F:43])[CH:40]=[CH:39][C:38]=4[CH3:44])[CH2:12][C:10](=[O:11])[NH:9][CH:8]3[C:4]3[CH:5]=[CH:6][CH:7]=[C:2]([Cl:1])[CH:3]=3)[C:21]2=[CH:20][CH:19]=1.[CH3:27][O:28][CH:29]([Si:13]([CH3:14])([CH3:15])[CH3:16])[CH3:30]. (2) Given the reactants [C:1]([Si:4]([CH3:7])([CH3:6])[CH3:5])(=O)[CH3:2].[C:8](#[N:12])[CH2:9][C:10]#[N:11].C([O-])(=O)C.[NH4+].C(O)(=O)C, predict the reaction product. The product is: [CH3:5][Si:4]([CH3:7])([CH3:6])[CH:1]([CH:9]([C:8]#[N:12])[C:10]#[N:11])[CH3:2].